Dataset: Retrosynthesis with 50K atom-mapped reactions and 10 reaction types from USPTO. Task: Predict the reactants needed to synthesize the given product. (1) Given the product CNS(=O)(=O)c1c(Cl)cccc1Cl, predict the reactants needed to synthesize it. The reactants are: CN.O=S(=O)(Cl)c1c(Cl)cccc1Cl. (2) Given the product CC(C)(C)OC(=O)CCN(CC(=O)OCc1ccccc1)C(=O)OC(C)(C)C, predict the reactants needed to synthesize it. The reactants are: CC(C)(C)OC(=O)CCNCC(=O)OCc1ccccc1.CC(C)(C)OC(=O)OC(=O)OC(C)(C)C. (3) Given the product O=C(N[C@H](Cc1ccc(Cl)cc1)C(=O)O)c1cc(N2CCc3ccccc3C2)nc(Cl)n1, predict the reactants needed to synthesize it. The reactants are: COC(=O)[C@@H](Cc1ccc(Cl)cc1)NC(=O)c1cc(N2CCc3ccccc3C2)nc(Cl)n1.